From a dataset of Forward reaction prediction with 1.9M reactions from USPTO patents (1976-2016). Predict the product of the given reaction. (1) Given the reactants [I:1][C:2]1[CH:7]=[CH:6][C:5]([NH:8][CH:9](SC)[NH:10][C:11]#[N:12])=[CH:4][CH:3]=1.[NH2:15][NH2:16], predict the reaction product. The product is: [I:1][C:2]1[CH:7]=[CH:6][C:5]([NH:8][C:9]2[N:10]=[C:11]([NH2:12])[NH:16][N:15]=2)=[CH:4][CH:3]=1. (2) Given the reactants [OH:1][CH2:2][C:3]1[CH:8]=[C:7]([O:9][CH2:10][CH2:11][NH:12][CH2:13][CH2:14][CH2:15][C:16]([O:18][CH2:19][CH3:20])=[O:17])[CH:6]=[C:5]([CH2:21][OH:22])[N:4]=1.I[CH2:24][CH2:25][O:26][CH2:27][CH2:28][O:29][CH2:30][CH2:31][O:32][CH3:33].C(N(C(C)C)CC)(C)C, predict the reaction product. The product is: [OH:22][CH2:21][C:5]1[CH:6]=[C:7]([O:9][CH2:10][CH2:11][N:12]([CH2:24][CH2:25][O:26][CH2:27][CH2:28][O:29][CH2:30][CH2:31][O:32][CH3:33])[CH2:13][CH2:14][CH2:15][C:16]([O:18][CH2:19][CH3:20])=[O:17])[CH:8]=[C:3]([CH2:2][OH:1])[N:4]=1. (3) Given the reactants C([BH-](C(CC)C)C(CC)C)(CC)C.[Li+].[F:15][C:16]1[C:21]([C@@H:22]([N:24]2[CH2:29][C@H:28]([CH3:30])[O:27][C:26](=[O:31])[C:25]2=[O:32])[CH3:23])=[CH:20][CH:19]=[C:18]([F:33])[N:17]=1.[OH-].[Na+].OO.S([O-])(O)=O.[Na+], predict the reaction product. The product is: [F:15][C:16]1[C:21]([C@@H:22]([N:24]2[CH2:29][CH:28]([CH3:30])[O:27][C@H:26]([OH:31])[C:25]2=[O:32])[CH3:23])=[CH:20][CH:19]=[C:18]([F:33])[N:17]=1. (4) Given the reactants [CH3:1][C:2]1[CH:7]=[CH:6][C:5]([C:8]2[CH:9]=[N:10][CH:11]=[CH:12][CH:13]=2)=[CH:4][C:3]=1[C:14]1[CH:19]=[CH:18][C:17]([NH2:20])=[CH:16][CH:15]=1.C(Cl)CCl.[CH3:25][C:26]1[CH:34]=[N:33][CH:32]=[CH:31][C:27]=1[C:28](O)=[O:29], predict the reaction product. The product is: [CH3:25][C:26]1[CH:34]=[N:33][CH:32]=[CH:31][C:27]=1[C:28]([NH:20][C:17]1[CH:16]=[CH:15][C:14]([C:3]2[CH:4]=[C:5]([C:8]3[CH:9]=[N:10][CH:11]=[CH:12][CH:13]=3)[CH:6]=[CH:7][C:2]=2[CH3:1])=[CH:19][CH:18]=1)=[O:29]. (5) Given the reactants [CH2:1]([N:8]1[CH:13]2[CH2:14][CH2:15][CH:9]1[CH2:10][C:11](=[N:16]O)[CH2:12]2)[C:2]1[CH:7]=[CH:6][CH:5]=[CH:4][CH:3]=1.[Na].Cl, predict the reaction product. The product is: [CH2:1]([N:8]1[CH:9]2[CH2:15][CH2:14][CH:13]1[CH2:12][CH:11]([NH2:16])[CH2:10]2)[C:2]1[CH:3]=[CH:4][CH:5]=[CH:6][CH:7]=1. (6) Given the reactants [Br:1][C:2]1[CH:7]=[C:6]([CH3:8])[C:5]([OH:9])=[C:4]([F:10])[CH:3]=1.[C:11](=O)([O-])[O-].[K+].[K+].IC, predict the reaction product. The product is: [Br:1][C:2]1[CH:7]=[C:6]([CH3:8])[C:5]([O:9][CH3:11])=[C:4]([F:10])[CH:3]=1.